Task: Regression. Given a peptide amino acid sequence and an MHC pseudo amino acid sequence, predict their binding affinity value. This is MHC class II binding data.. Dataset: Peptide-MHC class II binding affinity with 134,281 pairs from IEDB (1) The MHC is HLA-DPA10201-DPB10501 with pseudo-sequence HLA-DPA10201-DPB10501. The binding affinity (normalized) is 0.156. The peptide sequence is RNEVVNDVSTYASGK. (2) The peptide sequence is EKKYFAATQFEPLQA. The MHC is HLA-DQA10401-DQB10402 with pseudo-sequence HLA-DQA10401-DQB10402. The binding affinity (normalized) is 0.508. (3) The peptide sequence is AFKVAATAANAYPAN. The MHC is HLA-DPA10103-DPB10301 with pseudo-sequence HLA-DPA10103-DPB10301. The binding affinity (normalized) is 0.709. (4) The peptide sequence is FELQIVDKIDAAFKI. The MHC is DRB1_1201 with pseudo-sequence DRB1_1201. The binding affinity (normalized) is 0.665. (5) The peptide sequence is FFRNVVWLIKKNSTYPT. The MHC is DRB1_0701 with pseudo-sequence DRB1_0701. The binding affinity (normalized) is 0.659.